Dataset: Peptide-MHC class II binding affinity with 134,281 pairs from IEDB. Task: Regression. Given a peptide amino acid sequence and an MHC pseudo amino acid sequence, predict their binding affinity value. This is MHC class II binding data. (1) The peptide sequence is RDIFLSQHHPSSLLL. The MHC is DRB5_0101 with pseudo-sequence DRB5_0101. The binding affinity (normalized) is 0.518. (2) The peptide sequence is KASPVLAFPAGVCPT. The MHC is HLA-DQA10501-DQB10201 with pseudo-sequence HLA-DQA10501-DQB10201. The binding affinity (normalized) is 0.331.